This data is from NCI-60 drug combinations with 297,098 pairs across 59 cell lines. The task is: Regression. Given two drug SMILES strings and cell line genomic features, predict the synergy score measuring deviation from expected non-interaction effect. (1) Drug 1: CCC1(CC2CC(C3=C(CCN(C2)C1)C4=CC=CC=C4N3)(C5=C(C=C6C(=C5)C78CCN9C7C(C=CC9)(C(C(C8N6C)(C(=O)OC)O)OC(=O)C)CC)OC)C(=O)OC)O.OS(=O)(=O)O. Drug 2: COCCOC1=C(C=C2C(=C1)C(=NC=N2)NC3=CC=CC(=C3)C#C)OCCOC.Cl. Cell line: OVCAR-8. Synergy scores: CSS=4.59, Synergy_ZIP=-1.07, Synergy_Bliss=0.127, Synergy_Loewe=-0.114, Synergy_HSA=-0.120. (2) Drug 1: CC12CCC3C(C1CCC2NC(=O)OCC(F)(F)F)CCC4C3(C=CC(=O)N4C)C. Drug 2: CN1C(=O)N2C=NC(=C2N=N1)C(=O)N. Cell line: NCIH23. Synergy scores: CSS=28.0, Synergy_ZIP=-7.60, Synergy_Bliss=-9.52, Synergy_Loewe=-9.16, Synergy_HSA=-8.20. (3) Drug 1: CN(C)N=NC1=C(NC=N1)C(=O)N. Drug 2: C1=NC2=C(N1)C(=S)N=C(N2)N. Cell line: ACHN. Synergy scores: CSS=59.6, Synergy_ZIP=-6.36, Synergy_Bliss=-5.84, Synergy_Loewe=-4.95, Synergy_HSA=-1.95. (4) Drug 1: CC1=C(C=C(C=C1)NC2=NC=CC(=N2)N(C)C3=CC4=NN(C(=C4C=C3)C)C)S(=O)(=O)N.Cl. Drug 2: CN(C)C1=NC(=NC(=N1)N(C)C)N(C)C. Cell line: SF-268. Synergy scores: CSS=-14.8, Synergy_ZIP=3.43, Synergy_Bliss=-1.62, Synergy_Loewe=-9.02, Synergy_HSA=-8.16. (5) Drug 1: C1CC(C1)(C(=O)O)C(=O)O.[NH2-].[NH2-].[Pt+2]. Drug 2: CC1=C(C=C(C=C1)NC(=O)C2=CC=C(C=C2)CN3CCN(CC3)C)NC4=NC=CC(=N4)C5=CN=CC=C5. Synergy scores: CSS=7.48, Synergy_ZIP=-5.80, Synergy_Bliss=-8.59, Synergy_Loewe=-6.54, Synergy_HSA=-5.94. Cell line: SN12C. (6) Drug 1: C(CC(=O)O)C(=O)CN.Cl. Drug 2: CS(=O)(=O)OCCCCOS(=O)(=O)C. Cell line: SK-OV-3. Synergy scores: CSS=5.71, Synergy_ZIP=-5.46, Synergy_Bliss=-0.952, Synergy_Loewe=-12.8, Synergy_HSA=-2.88. (7) Drug 1: CC1C(C(=O)NC(C(=O)N2CCCC2C(=O)N(CC(=O)N(C(C(=O)O1)C(C)C)C)C)C(C)C)NC(=O)C3=C4C(=C(C=C3)C)OC5=C(C(=O)C(=C(C5=N4)C(=O)NC6C(OC(=O)C(N(C(=O)CN(C(=O)C7CCCN7C(=O)C(NC6=O)C(C)C)C)C)C(C)C)C)N)C. Drug 2: CCC1(C2=C(COC1=O)C(=O)N3CC4=CC5=C(C=CC(=C5CN(C)C)O)N=C4C3=C2)O.Cl. Cell line: M14. Synergy scores: CSS=28.6, Synergy_ZIP=-4.48, Synergy_Bliss=-5.22, Synergy_Loewe=-7.04, Synergy_HSA=-2.15.